The task is: Predict the reaction yield, written as a fraction of the theoretical maximum amount of product (1.0 means a 100% yield; for example, 0.34 means a 34% yield).. This data is from Reaction yield outcomes from USPTO patents with 853,638 reactions. (1) The catalyst is C1COCC1. The product is [Cl:3][C:4]1[N:9]=[C:8]([C:10]([OH:12])=[O:11])[C:7]([CH3:14])=[CH:6][CH:5]=1. The reactants are [OH-].[Na+].[Cl:3][C:4]1[N:9]=[C:8]([C:10]([O:12]C)=[O:11])[C:7]([CH3:14])=[CH:6][CH:5]=1.CO. The yield is 0.840. (2) The reactants are [CH2:1]([O:3][C:4]1[C:5]([O:19][CH2:20][C:21]2[CH:26]=[CH:25][C:24]([O:27][CH3:28])=[CH:23][CH:22]=2)=[N:6][CH:7]=[C:8](B2OC(C)(C)C(C)(C)O2)[CH:9]=1)[CH3:2].Br[C:30]1[CH:35]=[CH:34][C:33]([CH2:36][C:37]([NH:39][C:40]2[CH:45]=[CH:44][C:43]([CH2:46][C:47]([CH3:54])([CH3:53])[C:48]([O:50][CH2:51][CH3:52])=[O:49])=[C:42]([C:55]([F:58])([F:57])[F:56])[CH:41]=2)=[O:38])=[C:32]([F:59])[CH:31]=1.C([O-])([O-])=O.[Cs+].[Cs+]. The catalyst is O.O1CCOCC1.C1C=CC(P(C2C=CC=CC=2)[C-]2C=CC=C2)=CC=1.C1C=CC(P(C2C=CC=CC=2)[C-]2C=CC=C2)=CC=1.Cl[Pd]Cl.[Fe+2]. The product is [CH2:1]([O:3][C:4]1[CH:9]=[C:8]([C:30]2[CH:35]=[CH:34][C:33]([CH2:36][C:37]([NH:39][C:40]3[CH:45]=[CH:44][C:43]([CH2:46][C:47]([CH3:54])([CH3:53])[C:48]([O:50][CH2:51][CH3:52])=[O:49])=[C:42]([C:55]([F:56])([F:58])[F:57])[CH:41]=3)=[O:38])=[C:32]([F:59])[CH:31]=2)[CH:7]=[N:6][C:5]=1[O:19][CH2:20][C:21]1[CH:22]=[CH:23][C:24]([O:27][CH3:28])=[CH:25][CH:26]=1)[CH3:2]. The yield is 0.389. (3) The reactants are [OH:1][CH2:2][CH2:3][C:4]1[CH:11]=[CH:10][C:7]([C:8]#[N:9])=[CH:6][CH:5]=1.C1C(=O)N([Br:19])C(=O)C1.[Al].[OH-].[Na+]. The catalyst is O.OS(O)(=O)=O. The product is [Br:19][C:5]1[CH:6]=[C:7]([CH:10]=[CH:11][C:4]=1[CH2:3][CH2:2][OH:1])[C:8]#[N:9]. The yield is 0.152. (4) The reactants are [F:1][C:2]([F:13])([F:12])[C:3]1[CH:8]=[N:7][N:6]2[CH:9]=[CH:10][N:11]=[C:5]2[N:4]=1.C([O-])(=O)C.[Na+].[Br:19]Br. The catalyst is C(O)(=O)C. The product is [Br:19][C:9]1[N:6]2[N:7]=[CH:8][C:3]([C:2]([F:1])([F:12])[F:13])=[N:4][C:5]2=[N:11][CH:10]=1. The yield is 0.660. (5) The reactants are [NH:1]([C:83]([O:85][C:86]([CH3:89])([CH3:88])[CH3:87])=[O:84])[C@H:2]([C:20]([NH:22][C@H:23]([C:41]([N:43]1[CH2:82][CH2:81][CH2:80][C@H:44]1[C:45]([NH:47][C@H:48]([C:50]([NH:52][C@H:53]([C:70]([O:72]CC1C=CC=CC=1)=[O:71])[CH2:54][CH2:55][CH2:56][CH2:57][NH:58][C:59]([O:61][CH2:62][C:63]1[CH:69]=[CH:68][CH:67]=[CH:66][C:64]=1[Cl:65])=[O:60])=[O:51])[CH3:49])=[O:46])=[O:42])[CH2:24][CH2:25][CH2:26][NH:27][C:28](=[NH:40])[NH:29][S:30]([C:33]1[CH:39]=[CH:38][C:36]([CH3:37])=[CH:35][CH:34]=1)(=[O:32])=[O:31])=[O:21])[CH2:3][CH2:4][CH2:5][NH:6][C:7](=[NH:19])[NH:8][S:9]([C:12]1[CH:18]=[CH:17][C:15]([CH3:16])=[CH:14][CH:13]=1)(=[O:11])=[O:10].[OH-].[Na+].C(Cl)(Cl)Cl.CO. The catalyst is CO. The product is [NH:1]([C:83]([O:85][C:86]([CH3:87])([CH3:89])[CH3:88])=[O:84])[C@H:2]([C:20]([NH:22][C@H:23]([C:41]([N:43]1[CH2:82][CH2:81][CH2:80][C@H:44]1[C:45]([NH:47][C@H:48]([C:50]([NH:52][C@H:53]([C:70]([OH:72])=[O:71])[CH2:54][CH2:55][CH2:56][CH2:57][NH:58][C:59]([O:61][CH2:62][C:63]1[CH:69]=[CH:68][CH:67]=[CH:66][C:64]=1[Cl:65])=[O:60])=[O:51])[CH3:49])=[O:46])=[O:42])[CH2:24][CH2:25][CH2:26][NH:27][C:28](=[NH:40])[NH:29][S:30]([C:33]1[CH:34]=[CH:35][C:36]([CH3:37])=[CH:38][CH:39]=1)(=[O:32])=[O:31])=[O:21])[CH2:3][CH2:4][CH2:5][NH:6][C:7](=[NH:19])[NH:8][S:9]([C:12]1[CH:13]=[CH:14][C:15]([CH3:16])=[CH:17][CH:18]=1)(=[O:10])=[O:11]. The yield is 0.760. (6) The reactants are Br[C:2]1[S:6][C:5]([C:7]2[NH:8][C:9]([C:12]([O:14][CH3:15])=[O:13])=[CH:10][N:11]=2)=[C:4]([C:16]2[CH:21]=[CH:20][C:19]([Cl:22])=[CH:18][C:17]=2[Cl:23])[C:3]=1[C:24]#[N:25].C[Sn](C)(C)[C:28]1[CH:33]=[CH:32][N:31]=[C:30]([NH:34][C:35](=[O:37])[CH3:36])[CH:29]=1.[Cl-].[Li+]. The catalyst is O1CCOCC1.[Cu]I.C1C=CC([P]([Pd]([P](C2C=CC=CC=2)(C2C=CC=CC=2)C2C=CC=CC=2)([P](C2C=CC=CC=2)(C2C=CC=CC=2)C2C=CC=CC=2)[P](C2C=CC=CC=2)(C2C=CC=CC=2)C2C=CC=CC=2)(C2C=CC=CC=2)C2C=CC=CC=2)=CC=1. The product is [C:35]([NH:34][C:30]1[CH:29]=[C:28]([C:2]2[S:6][C:5]([C:7]3[NH:8][C:9]([C:12]([O:14][CH3:15])=[O:13])=[CH:10][N:11]=3)=[C:4]([C:16]3[CH:21]=[CH:20][C:19]([Cl:22])=[CH:18][C:17]=3[Cl:23])[C:3]=2[C:24]#[N:25])[CH:33]=[CH:32][N:31]=1)(=[O:37])[CH3:36]. The yield is 0.100. (7) The reactants are O[C:2]1([C:23]([F:26])([F:25])[F:24])[CH2:6][N:5]([C:7]2[CH:12]=[CH:11][C:10]([S:13]([CH3:16])(=[O:15])=[O:14])=[CH:9][CH:8]=2)[C:4]([C:17]2[CH:18]=[N:19][CH:20]=[CH:21][CH:22]=2)=[N:3]1.O.C1(C)C=CC(S(O)(=O)=O)=CC=1. The catalyst is C1(C)C=CC=CC=1. The product is [CH3:16][S:13]([C:10]1[CH:9]=[CH:8][C:7]([N:5]2[CH:6]=[C:2]([C:23]([F:25])([F:26])[F:24])[N:3]=[C:4]2[C:17]2[CH:18]=[N:19][CH:20]=[CH:21][CH:22]=2)=[CH:12][CH:11]=1)(=[O:15])=[O:14]. The yield is 0.230. (8) The reactants are [F:1][C:2]([F:20])([F:19])[O:3][C:4]1[CH:9]=[CH:8][C:7]([NH:10][C:11]2[S:12][CH:13]=[C:14]([C:16]([OH:18])=[O:17])[N:15]=2)=[CH:6][CH:5]=1.[Cl:21][C:22]1[CH:30]=[CH:29][CH:28]=[CH:27][C:23]=1[C:24](Cl)=[O:25].C(=O)([O-])[O-].[K+].[K+]. The catalyst is C1COCC1. The product is [Cl:21][C:22]1[CH:30]=[CH:29][CH:28]=[CH:27][C:23]=1[C:24]([N:10]([C:7]1[CH:8]=[CH:9][C:4]([O:3][C:2]([F:1])([F:19])[F:20])=[CH:5][CH:6]=1)[C:11]1[S:12][CH:13]=[C:14]([C:16]([OH:18])=[O:17])[N:15]=1)=[O:25]. The yield is 0.720.